Task: Predict the reactants needed to synthesize the given product.. Dataset: Full USPTO retrosynthesis dataset with 1.9M reactions from patents (1976-2016) Given the product [F:1][C:2]1[CH:3]=[CH:4][C:5]([O:11][CH3:12])=[C:6]([C:14]2[N:19]=[C:18]([NH2:20])[N:17]=[C:16]([NH:21][CH3:22])[CH:15]=2)[CH:7]=1, predict the reactants needed to synthesize it. The reactants are: [F:1][C:2]1[CH:3]=[CH:4][C:5]([O:11][CH3:12])=[C:6](B(O)O)[CH:7]=1.Cl[C:14]1[N:19]=[C:18]([NH2:20])[N:17]=[C:16]([NH:21][CH3:22])[CH:15]=1.